From a dataset of Forward reaction prediction with 1.9M reactions from USPTO patents (1976-2016). Predict the product of the given reaction. (1) Given the reactants Br[C:2]1[C:6]2[N:7]=[C:8]([Cl:11])[N:9]=[CH:10][C:5]=2[S:4][CH:3]=1.[CH2:12]([O:14][C:15]([C:17]1[CH:22]=[CH:21][C:20](B(O)O)=[CH:19][CH:18]=1)=[O:16])[CH3:13], predict the reaction product. The product is: [Cl:11][C:8]1[N:9]=[CH:10][C:5]2[S:4][CH:3]=[C:2]([C:20]3[CH:21]=[CH:22][C:17]([C:15]([O:14][CH2:12][CH3:13])=[O:16])=[CH:18][CH:19]=3)[C:6]=2[N:7]=1. (2) Given the reactants C(O[BH-](OC(=O)C)OC(=O)C)(=O)C.[Na+].[ClH:15].[CH3:16][CH:17]([NH:19][C:20]1[C:25]([C:26]#[N:27])=[CH:24][C:23]([C:28]2[O:32][N:31]=[C:30]([C:33]3[CH:43]=[CH:42][C:36]4[CH2:37][CH2:38][NH:39][CH2:40][CH2:41][C:35]=4[C:34]=3[CH3:44])[N:29]=2)=[CH:22][N:21]=1)[CH3:18].CC1(C)[O:51][CH2:50][C:49](=O)[CH2:48][O:47]1.C(=O)([O-])O.[Na+], predict the reaction product. The product is: [ClH:15].[OH:47][CH2:48][CH:49]([N:39]1[CH2:38][CH2:37][C:36]2[CH:42]=[CH:43][C:33]([C:30]3[N:29]=[C:28]([C:23]4[CH:24]=[C:25]([C:26]#[N:27])[C:20]([NH:19][CH:17]([CH3:16])[CH3:18])=[N:21][CH:22]=4)[O:32][N:31]=3)=[C:34]([CH3:44])[C:35]=2[CH2:41][CH2:40]1)[CH2:50][OH:51]. (3) The product is: [CH3:15][C:16]1[N:17]=[C:18]([NH:21][C:2]2[CH:7]=[C:6]([O:8][C:9]3[CH:14]=[CH:13][CH:12]=[CH:11][CH:10]=3)[N:5]=[CH:4][N:3]=2)[S:19][CH:20]=1. Given the reactants Cl[C:2]1[CH:7]=[C:6]([O:8][C:9]2[CH:14]=[CH:13][CH:12]=[CH:11][CH:10]=2)[N:5]=[CH:4][N:3]=1.[CH3:15][C:16]1[N:17]=[C:18]([NH2:21])[S:19][CH:20]=1.P([O-])([O-])([O-])=O.[K+].[K+].[K+].C1(P(C2C=CC=CC=2)C2C3OC4C(=CC=CC=4P(C4C=CC=CC=4)C4C=CC=CC=4)C(C)(C)C=3C=CC=2)C=CC=CC=1, predict the reaction product. (4) Given the reactants [CH3:1][S:2][CH2:3][C@H:4]1[O:8][C@@H:7]([N:9]2[C:18]3[N:17]=[CH:16][N:15]=[C:13]([NH2:14])[C:12]=3[N:11]=[C:10]2[CH3:19])[C@H:6]([OH:20])[C@@H:5]1[OH:21].[C:22](O)(=O)C.[Br:26]C, predict the reaction product. The product is: [Br-:26].[CH3:1][S+:2]([CH3:22])[CH2:3][C@H:4]1[O:8][C@@H:7]([N:9]2[C:18]3[N:17]=[CH:16][N:15]=[C:13]([NH2:14])[C:12]=3[N:11]=[C:10]2[CH3:19])[C@H:6]([OH:20])[C@@H:5]1[OH:21]. (5) Given the reactants [NH2:1][C:2]1[CH:3]=[C:4]([F:13])[CH:5]=[C:6]2[C:11]=1[NH:10][CH2:9][CH2:8]C2=O.Cl[CH2:15][C:16]([O:23][CH2:24]C)([O:20][CH2:21]C)OCC.[ClH:26].Cl[CH2:28]Cl, predict the reaction product. The product is: [Cl:26][CH2:8][C:9]1[N:10]2[C:11]3[C:6]([C:16]([O:20][CH3:21])([O:23][CH3:24])[CH2:15][CH2:28]2)=[CH:5][C:4]([F:13])=[CH:3][C:2]=3[N:1]=1.